From a dataset of Forward reaction prediction with 1.9M reactions from USPTO patents (1976-2016). Predict the product of the given reaction. (1) Given the reactants [Cl:1][C:2]1[CH:10]=[C:9]([C:11]2[NH:15][N:14]=[N:13][N:12]=2)[CH:8]=[C:7]([Cl:16])[C:3]=1[C:4]([OH:6])=O.Cl.CN(C)CCCN=C=NCC.O.ON1C2C=CC=CC=2N=N1.Cl.C([O:43][C:44](=[O:66])[C@@H:45]([NH2:65])[CH2:46][C:47]1[CH:52]=[CH:51][C:50]([N:53]2[C:61](=[O:62])[C:60]3[C:55](=[CH:56][CH:57]=[CH:58][C:59]=3[CH3:63])[C:54]2=[O:64])=[CH:49][CH:48]=1)C, predict the reaction product. The product is: [Cl:16][C:7]1[CH:8]=[C:9]([C:11]2[NH:15][N:14]=[N:13][N:12]=2)[CH:10]=[C:2]([Cl:1])[C:3]=1[C:4]([NH:65][C@@H:45]([CH2:46][C:47]1[CH:48]=[CH:49][C:50]([N:53]2[C:61](=[O:62])[C:60]3[C:55](=[CH:56][CH:57]=[CH:58][C:59]=3[CH3:63])[C:54]2=[O:64])=[CH:51][CH:52]=1)[C:44]([OH:66])=[O:43])=[O:6]. (2) Given the reactants Br[C:2]1[CH:11]=[C:10]2[C:5]([CH:6]=[CH:7][CH:8]=[N:9]2)=[C:4]([O:12][C@@H:13]([C@H:15]2[CH2:19][NH:18][C:17](=[O:20])[CH2:16]2)[CH3:14])[CH:3]=1.C(=O)([O-])[O-].[Na+].[Na+], predict the reaction product. The product is: [N:9]1[C:10]2[C:5](=[CH:4][C:3]([C:2]3[CH:11]=[C:10]4[C:5]([CH:6]=[CH:7][CH:8]=[N:9]4)=[C:4]([O:12][C@@H:13]([C@H:15]4[CH2:19][NH:18][C:17](=[O:20])[CH2:16]4)[CH3:14])[CH:3]=3)=[CH:2][CH:11]=2)[CH:6]=[CH:7][CH:8]=1. (3) Given the reactants [OH:1][C:2]1[CH:7]=[CH:6][C:5]([S:8][CH2:9][CH2:10][CH2:11][C:12]([OH:14])=O)=[CH:4][CH:3]=1.[Cl:15][C:16]1[C:24]([Cl:25])=[CH:23][CH:22]=[CH:21][C:17]=1[CH2:18][NH:19][CH3:20], predict the reaction product. The product is: [Cl:15][C:16]1[C:24]([Cl:25])=[CH:23][CH:22]=[CH:21][C:17]=1[CH2:18][N:19]([CH3:20])[C:12](=[O:14])[CH2:11][CH2:10][CH2:9][S:8][C:5]1[CH:4]=[CH:3][C:2]([OH:1])=[CH:7][CH:6]=1.